This data is from Full USPTO retrosynthesis dataset with 1.9M reactions from patents (1976-2016). The task is: Predict the reactants needed to synthesize the given product. Given the product [CH3:10][N:11]([C:7](=[O:9])[CH2:6][C:3]1[CH:4]=[CH:5][S:1][CH:2]=1)[C@H:12]1[CH2:31][N:16]2[C:17]3[C:22]([C:23]([CH2:24][C:25]([OH:27])=[O:26])=[C:15]2[CH2:14][CH2:13]1)=[CH:21][CH:20]=[CH:19][CH:18]=3, predict the reactants needed to synthesize it. The reactants are: [S:1]1[CH:5]=[CH:4][C:3]([CH2:6][C:7]([OH:9])=O)=[CH:2]1.[CH3:10][NH:11][C@H:12]1[CH2:31][N:16]2[C:17]3[C:22]([C:23]([CH2:24][C:25]([O:27]CCC)=[O:26])=[C:15]2[CH2:14][CH2:13]1)=[CH:21][CH:20]=[CH:19][CH:18]=3.